From a dataset of Full USPTO retrosynthesis dataset with 1.9M reactions from patents (1976-2016). Predict the reactants needed to synthesize the given product. (1) Given the product [CH3:31][O:30][C:28](=[O:29])[NH:23][C:22]1[CH:24]=[CH:25][CH:26]=[C:20]([CH2:19][CH2:18][N:15]2[CH2:14][CH2:13][N:12]([C:8]3[CH:7]=[CH:6][CH:5]=[C:4]4[C:9]=3[CH:10]=[CH:11][C:2]([CH3:1])=[N:3]4)[CH2:17][CH2:16]2)[CH:21]=1, predict the reactants needed to synthesize it. The reactants are: [CH3:1][C:2]1[CH:11]=[CH:10][C:9]2[C:4](=[CH:5][CH:6]=[CH:7][C:8]=2[N:12]2[CH2:17][CH2:16][N:15]([CH2:18][CH2:19][C:20]3[CH:21]=[C:22]([CH:24]=[CH:25][CH:26]=3)[NH2:23])[CH2:14][CH2:13]2)[N:3]=1.Cl[C:28]([O:30][CH3:31])=[O:29]. (2) Given the product [CH2:1]([C@@H:8]1[NH:13][CH2:12][CH2:11][N:10]([CH2:14][C:15]2[CH:20]=[CH:19][C:18]([C:25]3[CH:26]=[CH:27][CH:28]=[CH:29][C:24]=3[C:23]([F:34])([F:33])[F:22])=[CH:17][CH:16]=2)[CH2:9]1)[C:2]1[CH:7]=[CH:6][CH:5]=[CH:4][CH:3]=1, predict the reactants needed to synthesize it. The reactants are: [CH2:1]([C@@H:8]1[NH:13][CH2:12][CH2:11][N:10]([CH2:14][C:15]2[CH:20]=[CH:19][C:18](Br)=[CH:17][CH:16]=2)[CH2:9]1)[C:2]1[CH:7]=[CH:6][CH:5]=[CH:4][CH:3]=1.[F:22][C:23]([F:34])([F:33])[C:24]1[CH:29]=[CH:28][CH:27]=[CH:26][C:25]=1B(O)O.C(=O)([O-])[O-].[Na+].[Na+].C1(C)C=CC=CC=1. (3) The reactants are: O[C:2]1[N:7]2[N:8]=[CH:9][C:10]([C:11]([O:13]CC)=[O:12])=[C:6]2[N:5]=[C:4]([C:16]2[CH:21]=[CH:20][CH:19]=[CH:18][CH:17]=2)[CH:3]=1.[OH-:22].[Li+]. Given the product [OH:22][C:6]1[N:7]2[N:8]=[CH:9][C:10]([C:11]([OH:13])=[O:12])=[C:2]2[CH:3]=[C:4]([C:16]2[CH:17]=[CH:18][CH:19]=[CH:20][CH:21]=2)[N:5]=1, predict the reactants needed to synthesize it. (4) Given the product [NH2:9][C:10]1[N:15]=[CH:14][C:13]([C:16]#[C:17][C:18]2[CH:19]=[C:20]([NH:24][C:25]([NH:8][C:5]3[CH:6]=[CH:7][N:3]([CH2:1][CH3:2])[N:4]=3)=[O:26])[CH:21]=[CH:22][CH:23]=2)=[CH:12][N:11]=1, predict the reactants needed to synthesize it. The reactants are: [CH2:1]([N:3]1[CH:7]=[CH:6][C:5]([NH2:8])=[N:4]1)[CH3:2].[NH2:9][C:10]1[N:15]=[CH:14][C:13]([C:16]#[C:17][C:18]2[CH:19]=[C:20]([NH:24][C:25](=O)[O:26]C3C=CC=CC=3)[CH:21]=[CH:22][CH:23]=2)=[CH:12][N:11]=1. (5) Given the product [CH2:1]([O:4][N:5]=[C:6]1[CH2:10][N:9]([C:11](=[O:13])[C:26]2[CH:25]=[CH:24][C:23]([C:21]#[N:22])=[CH:31][CH:30]=2)[C@H:8]([C:18]([NH:36][CH2:35][CH2:34][O:33][CH3:32])=[O:20])[CH2:7]1)[CH:2]=[CH2:3], predict the reactants needed to synthesize it. The reactants are: [CH2:1]([O:4][N:5]=[C:6]1[CH2:10][N:9]([C:11]([O:13]C(C)(C)C)=O)[C@H:8]([C:18]([OH:20])=O)[CH2:7]1)[CH:2]=[CH2:3].[C:21]([C:23]1[CH:31]=[CH:30][C:26](C(Cl)=O)=[CH:25][CH:24]=1)#[N:22].[CH3:32][O:33][CH2:34][CH2:35][NH2:36]. (6) Given the product [CH3:16][C:11]1[NH:12][C:13](=[O:15])[CH2:14][CH:9]([C:6]2[CH:5]=[CH:4][C:3]([C:2]([F:20])([F:21])[F:1])=[CH:8][CH:7]=2)[C:10]=1[C:17]([NH:22][C:23]1[CH:24]=[C:25]2[C:29](=[CH:30][CH:31]=1)[NH:28][N:27]=[C:26]2[CH3:32])=[O:18], predict the reactants needed to synthesize it. The reactants are: [F:1][C:2]([F:21])([F:20])[C:3]1[CH:8]=[CH:7][C:6]([CH:9]2[CH2:14][C:13](=[O:15])[NH:12][C:11]([CH3:16])=[C:10]2[C:17](O)=[O:18])=[CH:5][CH:4]=1.[NH2:22][C:23]1[CH:24]=[C:25]2[C:29](=[CH:30][CH:31]=1)[NH:28][N:27]=[C:26]2[CH3:32].C(Cl)CCl.CCN(CC)CC.